Dataset: Forward reaction prediction with 1.9M reactions from USPTO patents (1976-2016). Task: Predict the product of the given reaction. (1) Given the reactants C1(S([N:10]2[CH:21]=[CH:20][C:19]3[C:11]2=[N:12][CH:13]=[C:14]2[C:18]=3[N:17]([C@H:22]3[CH2:26][CH2:25][C@H:24]([NH:27][C:28](=[O:36])[N:29]([CH3:35])[CH2:30][C:31]([F:34])([F:33])[F:32])[CH2:23]3)[N:16]=[N:15]2)(=O)=O)C=CC=CC=1.[OH-].[Na+].Cl, predict the reaction product. The product is: [CH3:35][N:29]([CH2:30][C:31]([F:34])([F:32])[F:33])[C:28]([NH:27][C@H:24]1[CH2:25][CH2:26][C@H:22]([N:17]2[C:18]3[C:14](=[CH:13][N:12]=[C:11]4[C:19]=3[CH:20]=[CH:21][NH:10]4)[N:15]=[N:16]2)[CH2:23]1)=[O:36]. (2) Given the reactants [BrH:1].N[C:3]1[C:7]2=[N:8][CH:9]=[CH:10][CH:11]=[C:6]2[S:5][C:4]=1[C:12]([O:14][CH3:15])=[O:13].N([O-])=O.[Na+].C([O-])(O)=O.[Na+], predict the reaction product. The product is: [Br:1][C:3]1[C:7]2=[N:8][CH:9]=[CH:10][CH:11]=[C:6]2[S:5][C:4]=1[C:12]([O:14][CH3:15])=[O:13]. (3) Given the reactants [SH:1][C:2]1[N:3]([CH3:7])[CH:4]=[CH:5][N:6]=1.[CH3:8][S:9]([C:12]1[CH:19]=[CH:18][C:15]([CH2:16]Cl)=[CH:14][CH:13]=1)(=[O:11])=[O:10].C(=O)([O-])[O-].[Cs+].[Cs+], predict the reaction product. The product is: [CH3:8][S:9]([C:12]1[CH:19]=[CH:18][C:15]([CH2:16][S:1][C:2]2[N:3]([CH3:7])[CH:4]=[CH:5][N:6]=2)=[CH:14][CH:13]=1)(=[O:10])=[O:11]. (4) Given the reactants [NH2:1][C:2]1[NH:7][C:6](=[O:8])[N:5]([CH2:9][CH2:10][CH3:11])[C:4](=[O:12])[C:3]=1[NH:13][C:14]([C:16]1[CH:17]=[N:18][N:19]([CH2:21][C:22]2[CH:27]=[CH:26][CH:25]=[C:24]([C:28]([F:31])([F:30])[F:29])[CH:23]=2)[CH:20]=1)=O.O=P12OP3(OP(OP(O3)(O1)=O)(=O)O2)=O.CN(C=O)C, predict the reaction product. The product is: [CH2:9]([N:5]1[C:4](=[O:12])[C:3]2[NH:13][C:14]([C:16]3[CH:17]=[N:18][N:19]([CH2:21][C:22]4[CH:27]=[CH:26][CH:25]=[C:24]([C:28]([F:31])([F:30])[F:29])[CH:23]=4)[CH:20]=3)=[N:1][C:2]=2[NH:7][C:6]1=[O:8])[CH2:10][CH3:11].